This data is from Experimentally validated miRNA-target interactions with 360,000+ pairs, plus equal number of negative samples. The task is: Binary Classification. Given a miRNA mature sequence and a target amino acid sequence, predict their likelihood of interaction. (1) The miRNA is hsa-miR-4783-5p with sequence GGCGCGCCCAGCUCCCGGGCU. The protein sequence of the target gene is MLGTLRAMEGEDVEDDQLLQKLRASRRRFQRRMQRLIEKYNQPFEDTPVVQMATLTYETPQGLRIWGGRLIKERNEGEIQDSSMKPADRTDGSVQAAAWGPELPSHRTVLGADSKSGEVDATSDQEESVAWALAPAVPQSPLKNELRRKYLTQVDILLQGAEYFECAGNRAGRDVRVTPLPSLASPAVPAPGYCSRISRKSPGDPAKPASSPREWDPLHPSSTDMALVPRNDSLSLQETSSSSFLSSQPFEDDDICNVTISDLYAGMLHSMSRLLSTKPSSIISTKTFIMQNWNSRRRHR.... Result: 1 (interaction). (2) Result: 0 (no interaction). The protein sequence of the target gene is MASIVEGPLSKWTNVMKGWQYRWFVLDYNAGLLSYYTSKDKMMRGSRRGCVRLRGAVIGIDDEDDSTFTITVDQKTFHFQARDADEREKWIHALEETILRHTLQLQGLDSGFIPSVQDFDKKLTEADAYLQILIEQLKLFDDKLQNCKDDEQRKKVETLKDTTNSMVESIKHCIVLLQIAKDQSNAEQHADGIISTINPVDAIYQPSPLEPVISTMPSQTALPPEPAQLCKSEQRPSSLPVGPVLATLGHHQTPTPNSTGSGNSPPSSSLTPPSHVNLSPNTVPEFSYSSSEDEFYDADE.... The miRNA is hsa-miR-3620-3p with sequence UCACCCUGCAUCCCGCACCCAG. (3) The miRNA is hsa-miR-6821-3p with sequence UGACCUCUCCGCUCCGCACAG. The protein sequence of the target gene is MLGRSGYRALPLGDFDRFQQSSFGFLGSQKGCLSPERGGVGTGADVPQSWPSCLCHGLISFLGFLLLLVTFPISGWFALKIVPTYERMIVFRLGRIRTPQGPGMVLLLPFIDSFQRVDLRTRAFNVPPCKLASKDGAVLSVGADVQFRIWDPVLSVMTVKDLNTATRMTAQNAMTKALLKRPLREIQMEKLKISDQLLLEINDVTRAWGLEVDRVELAVEAVLQPPQDSPAGPNLDSTLQQLALHFLGGSMNSMAGGAPSPGPADTVEMVSEVEPPAPQVGARSSPKQPLAEGLLTALQP.... Result: 1 (interaction).